Predict the reactants needed to synthesize the given product. From a dataset of Full USPTO retrosynthesis dataset with 1.9M reactions from patents (1976-2016). (1) The reactants are: Cl[C:2]1[N:10]=[C:9]2[C:5]([N:6]=[C:7]([CH2:12][CH2:13][N:14]3[CH2:19][CH:18]([CH:20]([CH3:22])[CH3:21])[NH:17][C:16](=[O:23])[CH2:15]3)[N:8]2[CH3:11])=[C:4]([N:24]2[CH2:29][CH2:28][O:27][CH2:26][CH2:25]2)[N:3]=1.[CH2:30]([C:32]1[NH:33][C:34]2[CH:40]=[CH:39][CH:38]=[CH:37][C:35]=2[N:36]=1)[CH3:31].CC(C1C=C(C(C)C)C(C2C=CC=CC=2P(C2CCCCC2)C2CCCCC2)=C(C(C)C)C=1)C.C([O-])([O-])=O.[Cs+].[Cs+]. Given the product [CH2:30]([C:32]1[N:33]([C:2]2[N:10]=[C:9]3[C:5]([N:6]=[C:7]([CH2:12][CH2:13][N:14]4[CH2:19][CH:18]([CH:20]([CH3:22])[CH3:21])[NH:17][C:16](=[O:23])[CH2:15]4)[N:8]3[CH3:11])=[C:4]([N:24]3[CH2:25][CH2:26][O:27][CH2:28][CH2:29]3)[N:3]=2)[C:34]2[CH:40]=[CH:39][CH:38]=[CH:37][C:35]=2[N:36]=1)[CH3:31], predict the reactants needed to synthesize it. (2) Given the product [CH3:1][S:2][C:3]1[C:4]2[CH:11]=[C:10]([C:18]([O:20][CH3:21])=[O:19])[S:9][C:5]=2[N:6]=[CH:7][N:8]=1, predict the reactants needed to synthesize it. The reactants are: [CH3:1][S:2][C:3]1[C:4]2[CH:11]=[CH:10][S:9][C:5]=2[N:6]=[CH:7][N:8]=1.C([Li])CCC.Cl[C:18]([O:20][CH3:21])=[O:19]. (3) Given the product [F:11][C:8]1[CH:9]=[CH:10][C:5]([CH:3]([OH:4])[CH:2]([NH:1][C:38]([C:31]2[C:32]3[C:37](=[CH:36][CH:35]=[CH:34][CH:33]=3)[C:28]([F:27])=[CH:29][CH:30]=2)=[O:39])[CH2:12][C:13]2[CH:18]=[CH:17][C:16]([Cl:19])=[C:15]([O:20][C:21]([F:25])([F:26])[CH:22]([F:23])[F:24])[CH:14]=2)=[CH:6][CH:7]=1, predict the reactants needed to synthesize it. The reactants are: [NH2:1][CH:2]([CH2:12][C:13]1[CH:18]=[CH:17][C:16]([Cl:19])=[C:15]([O:20][C:21]([F:26])([F:25])[CH:22]([F:24])[F:23])[CH:14]=1)[CH:3]([C:5]1[CH:10]=[CH:9][C:8]([F:11])=[CH:7][CH:6]=1)[OH:4].[F:27][C:28]1[C:37]2[C:32](=[CH:33][CH:34]=[CH:35][CH:36]=2)[C:31]([C:38](O)=[O:39])=[CH:30][CH:29]=1.Cl.C(N=C=NCCCN(C)C)C.ON1C2C=CC=CC=2N=N1. (4) The reactants are: C(N(CC)CC)C.[C:8](Cl)(=[O:10])[CH3:9].[SH:12][CH2:13][CH2:14][C:15]([N:17]([CH3:29])[C:18]1[S:19][C:20]([C:23]2[CH:24]=[N:25][CH:26]=[CH:27][CH:28]=2)=[N:21][N:22]=1)=[O:16].C(OCC)(=O)C. Given the product [C:8](=[O:10])([S:12][CH2:13][CH2:14][C:15]([N:17]([CH3:29])[C:18]1[S:19][C:20]([C:23]2[CH:24]=[N:25][CH:26]=[CH:27][CH:28]=2)=[N:21][N:22]=1)=[O:16])[CH3:9], predict the reactants needed to synthesize it. (5) Given the product [CH2:9]([N:25]1[CH:8]=[C:7]([CH2:6][O:5][C:1](=[O:4])[CH:2]=[CH2:3])[N:27]=[N:26]1)[CH2:10][CH2:11][CH2:12][CH2:13][CH2:14][CH2:15][CH2:16][CH2:17][CH2:18][CH2:19][CH2:20][CH2:21][CH2:22][CH2:23][CH3:24], predict the reactants needed to synthesize it. The reactants are: [C:1]([O:5][CH2:6][C:7]#[CH:8])(=[O:4])[CH:2]=[CH2:3].[CH2:9]([N:25]=[N+:26]=[N-:27])[CH2:10][CH2:11][CH2:12][CH2:13][CH2:14][CH2:15][CH2:16][CH2:17][CH2:18][CH2:19][CH2:20][CH2:21][CH2:22][CH2:23][CH3:24].O. (6) The reactants are: [ClH:1].Cl.Cl.[Cl:4]C1C=CC(Cl)=C2C=1C=C([C:16]1[C:17]([NH2:33])=[N:18][CH:19]=[C:20]([C:22]3[CH:23]=[N:24][N:25]([CH:27]4[CH2:32][CH2:31][NH:30][CH2:29][CH2:28]4)[CH:26]=3)[CH:21]=1)N=C2.[C:34]([C:36]1[CH:37]=[CH:38][CH:39]=[C:40]2[C:45]=1[CH:44]=[N:43][C:42](OS(C(F)(F)F)(=O)=O)=[CH:41]2)#[N:35]. Given the product [ClH:4].[ClH:1].[ClH:4].[NH2:33][C:17]1[C:16]([C:42]2[N:43]=[CH:44][C:45]3[C:40]([CH:41]=2)=[CH:39][CH:38]=[CH:37][C:36]=3[C:34]#[N:35])=[CH:21][C:20]([C:22]2[CH:23]=[N:24][N:25]([CH:27]3[CH2:32][CH2:31][NH:30][CH2:29][CH2:28]3)[CH:26]=2)=[CH:19][N:18]=1, predict the reactants needed to synthesize it.